This data is from Catalyst prediction with 721,799 reactions and 888 catalyst types from USPTO. The task is: Predict which catalyst facilitates the given reaction. (1) Reactant: C([O:8][C:9]1[CH:18]=[C:17]2[C:12]([C:13]([NH:19][C:20]3[CH:25]=[C:24]([O:26][CH3:27])[CH:23]=[CH:22][C:21]=3[Cl:28])=[N:14][CH:15]=[N:16]2)=[C:11]([O:29][CH:30]2[CH2:34][CH2:33][O:32][CH2:31]2)[CH:10]=1)C1C=CC=CC=1.FC(F)(F)C(O)=O.N. Product: [Cl:28][C:21]1[CH:22]=[CH:23][C:24]([O:26][CH3:27])=[CH:25][C:20]=1[NH:19][C:13]1[C:12]2[C:17](=[CH:18][C:9]([OH:8])=[CH:10][C:11]=2[O:29][CH:30]2[CH2:34][CH2:33][O:32][CH2:31]2)[N:16]=[CH:15][N:14]=1. The catalyst class is: 2. (2) Product: [C:15]([O:14][C:12](=[O:13])[NH:1][CH:2]([C:5]1[CH:10]=[CH:9][C:8]([F:11])=[CH:7][CH:6]=1)[CH2:3][OH:4])([CH3:18])([CH3:17])[CH3:16]. The catalyst class is: 1. Reactant: [NH2:1][CH:2]([C:5]1[CH:10]=[CH:9][C:8]([F:11])=[CH:7][CH:6]=1)[CH2:3][OH:4].[C:12](O[C:12]([O:14][C:15]([CH3:18])([CH3:17])[CH3:16])=[O:13])([O:14][C:15]([CH3:18])([CH3:17])[CH3:16])=[O:13]. (3) Reactant: [OH:1][N:2]=[C:3]([C:5]1[CH:10]=[CH:9][N:8]=[CH:7][CH:6]=1)[NH2:4].[O:11]1[C:15](=O)[CH2:14][CH2:13][C:12]1=[O:17]. Product: [N:8]1[CH:9]=[CH:10][C:5]([C:3]2[N:4]=[C:15]([CH2:14][CH2:13][C:12]([OH:17])=[O:11])[O:1][N:2]=2)=[CH:6][CH:7]=1. The catalyst class is: 9. (4) Reactant: Cl[CH:2]([CH3:29])[C:3]([NH:5][C:6]1[CH:7]=[C:8]([NH:14][C:15]([C:17]2[CH:22]=[CH:21][C:20]([C:23]3[CH:28]=[CH:27][CH:26]=[CH:25][CH:24]=3)=[CH:19][CH:18]=2)=[O:16])[CH:9]=[CH:10][C:11]=1[O:12][CH3:13])=[O:4].C(N(CC)CC)C.[NH:37]1[CH2:42][CH2:41][O:40][CH2:39][CH2:38]1.[I-].[K+]. Product: [CH3:13][O:12][C:11]1[CH:10]=[CH:9][C:8]([NH:14][C:15]([C:17]2[CH:22]=[CH:21][C:20]([C:23]3[CH:28]=[CH:27][CH:26]=[CH:25][CH:24]=3)=[CH:19][CH:18]=2)=[O:16])=[CH:7][C:6]=1[NH:5][C:3](=[O:4])[CH:2]([N:37]1[CH2:42][CH2:41][O:40][CH2:39][CH2:38]1)[CH3:29]. The catalyst class is: 3. (5) Reactant: C1CCC(N=C=NC2CCCCC2)CC1.[CH:16](O)=[O:17].[CH2:19]([O:26][C:27](=[O:67])[N:28]([CH2:64][CH:65]=[CH2:66])[C:29]1[C:34](=[O:35])[N:33]2[C@H:36]([C:41](=[O:63])[NH:42][CH2:43][C:44]3[CH:49]=[CH:48][C:47]([C:50]([NH:52][C:53]([O:55][CH2:56][C:57]4[CH:62]=[CH:61][CH:60]=[CH:59][CH:58]=4)=[O:54])=[NH:51])=[CH:46][CH:45]=3)[CH2:37][C@:38]([NH2:40])([CH3:39])[C:32]2=[N:31][CH:30]=1)[C:20]1[CH:25]=[CH:24][CH:23]=[CH:22][CH:21]=1.N1C=CC=CC=1. Product: [CH2:19]([O:26][C:27](=[O:67])[N:28]([CH2:64][CH:65]=[CH2:66])[C:29]1[C:34](=[O:35])[N:33]2[C@@H:36]([C:41](=[O:63])[NH:42][CH2:43][C:44]3[CH:49]=[CH:48][C:47]([C:50]([NH:52][C:53]([O:55][CH2:56][C:57]4[CH:58]=[CH:59][CH:60]=[CH:61][CH:62]=4)=[O:54])=[NH:51])=[CH:46][CH:45]=3)[CH2:37][C@@:38]([NH:40][CH:16]=[O:17])([CH3:39])[C:32]2=[N:31][CH:30]=1)[C:20]1[CH:25]=[CH:24][CH:23]=[CH:22][CH:21]=1. The catalyst class is: 2. (6) Reactant: CC1C=CC(S(O[CH2:12][C@H:13]2[CH2:22][CH2:21][C:20]3[C:15](=[C:16]([C:24]4[CH:29]=[CH:28][C:27]([Cl:30])=[CH:26][C:25]=4[CH3:31])[C:17]([F:23])=[CH:18][CH:19]=3)[O:14]2)(=O)=O)=CC=1.[N-:32]=[N+:33]=[N-:34].[Na+]. Product: [N:32]([CH2:12][C@H:13]1[CH2:22][CH2:21][C:20]2[C:15](=[C:16]([C:24]3[CH:29]=[CH:28][C:27]([Cl:30])=[CH:26][C:25]=3[CH3:31])[C:17]([F:23])=[CH:18][CH:19]=2)[O:14]1)=[N+:33]=[N-:34]. The catalyst class is: 16. (7) Reactant: [C:1]([O:5][C:6]([N:8]1[CH2:12][CH2:11][CH2:10][C@H:9]1[CH2:13][N:14]1[C:22]2[C:17](=[C:18]([Cl:23])[CH:19]=[CH:20][CH:21]=2)[C:16]([C:24]([OH:26])=O)=[CH:15]1)=[O:7])([CH3:4])([CH3:3])[CH3:2].Cl.[NH2:28][CH2:29][C:30]1([OH:38])[CH2:35][CH2:34][C:33]([F:37])([F:36])[CH2:32][CH2:31]1.CCN=C=NCCCN(C)C.C1C=CC2N(O)N=NC=2C=1. Product: [Cl:23][C:18]1[CH:19]=[CH:20][CH:21]=[C:22]2[C:17]=1[C:16]([C:24](=[O:26])[NH:28][CH2:29][C:30]1([OH:38])[CH2:31][CH2:32][C:33]([F:37])([F:36])[CH2:34][CH2:35]1)=[CH:15][N:14]2[CH2:13][C@@H:9]1[CH2:10][CH2:11][CH2:12][N:8]1[C:6]([O:5][C:1]([CH3:2])([CH3:4])[CH3:3])=[O:7]. The catalyst class is: 554.